From a dataset of Reaction yield outcomes from USPTO patents with 853,638 reactions. Predict the reaction yield, written as a fraction of the theoretical maximum amount of product (1.0 means a 100% yield; for example, 0.34 means a 34% yield). (1) The reactants are Br[C:2]1[CH:3]=[CH:4][C:5]2[S:9][C:8]3[CH2:10][CH2:11][CH:12]([C:14]([O:16][CH2:17][CH3:18])=[O:15])[CH2:13][C:7]=3[C:6]=2[CH:19]=1.[C:20]([Cu])#[N:21]. The catalyst is CN1CCCC1=O. The product is [C:20]([C:2]1[CH:3]=[CH:4][C:5]2[S:9][C:8]3[CH2:10][CH2:11][CH:12]([C:14]([O:16][CH2:17][CH3:18])=[O:15])[CH2:13][C:7]=3[C:6]=2[CH:19]=1)#[N:21]. The yield is 0.880. (2) The reactants are [C:1]1([CH:7]([C:12]2[CH:17]=[CH:16][CH:15]=[CH:14][CH:13]=2)[CH2:8][C:9](Cl)=[O:10])[CH:6]=[CH:5][CH:4]=[CH:3][CH:2]=1.[C:18]1([C@@H:24]([NH2:26])[CH3:25])[CH:23]=[CH:22][CH:21]=[CH:20][CH:19]=1. No catalyst specified. The product is [C:1]1([CH:7]([C:12]2[CH:17]=[CH:16][CH:15]=[CH:14][CH:13]=2)[CH2:8][C:9]([NH:26][C@H:24]([C:18]2[CH:23]=[CH:22][CH:21]=[CH:20][CH:19]=2)[CH3:25])=[O:10])[CH:6]=[CH:5][CH:4]=[CH:3][CH:2]=1. The yield is 0.910. (3) The reactants are [S:1]1[CH2:6][CH2:5][C:4](=[O:7])[CH2:3][CH2:2]1.C[Si](Cl)(C)C.[N:13](OCCC(C)C)=[O:14]. The catalyst is ClCCl. The product is [S:1]1[CH2:6][CH2:5][C:4](=[O:7])[C:3](=[N:13][OH:14])[CH2:2]1. The yield is 0.0500. (4) The product is [CH2:19]([N:26]1[CH:31]2[C:32]([F:35])([F:34])[CH2:33][CH:27]1[CH2:28][C:29]([CH2:13][C:14]([O:15][CH2:16][CH3:17])=[O:18])([OH:36])[CH2:30]2)[C:20]1[CH:21]=[CH:22][CH:23]=[CH:24][CH:25]=1. The catalyst is C1COCC1.CN1C(=O)CCC1.C1COCC1. The yield is 0.720. The reactants are C(NC(C)C)(C)C.[Li]CCCC.[CH3:13][C:14](=[O:18])[O:15][CH2:16][CH3:17].[CH2:19]([N:26]1[CH:31]2[C:32]([F:35])([F:34])[CH2:33][CH:27]1[CH2:28][C:29](=[O:36])[CH2:30]2)[C:20]1[CH:25]=[CH:24][CH:23]=[CH:22][CH:21]=1.